From a dataset of Full USPTO retrosynthesis dataset with 1.9M reactions from patents (1976-2016). Predict the reactants needed to synthesize the given product. (1) Given the product [I:34][C:28]1[C:29]2[N:33]=[C:5]([CH:2]3[CH2:3][CH2:4][O:1]3)[NH:32][C:30]=2[CH:31]=[C:26]([C:25]2[C:21]([CH3:20])=[N:22][O:23][C:24]=2[CH3:35])[CH:27]=1, predict the reactants needed to synthesize it. The reactants are: [O:1]1[CH2:4][CH2:3][CH:2]1[C:5](O)=O.C1N=CN(C(N2C=NC=C2)=O)C=1.[CH3:20][C:21]1[C:25]([C:26]2[CH:31]=[C:30]([NH2:32])[C:29]([NH2:33])=[C:28]([I:34])[CH:27]=2)=[C:24]([CH3:35])[O:23][N:22]=1. (2) Given the product [OH:4][C:5]1([C:15]([F:18])([F:17])[F:16])[NH:3][N:2]=[C:7]([C:9]2[CH:14]=[CH:13][CH:12]=[CH:11][N:10]=2)[CH2:6]1, predict the reactants needed to synthesize it. The reactants are: O.[NH2:2][NH2:3].[O:4]=[C:5]([C:15]([F:18])([F:17])[F:16])[CH2:6][C:7]([C:9]1[CH:14]=[CH:13][CH:12]=[CH:11][N:10]=1)=O.